From a dataset of Reaction yield outcomes from USPTO patents with 853,638 reactions. Predict the reaction yield, written as a fraction of the theoretical maximum amount of product (1.0 means a 100% yield; for example, 0.34 means a 34% yield). The reactants are [S:1]1[C:5]2[CH:6]=[CH:7][CH:8]=[CH:9][C:4]=2[N:3]=[C:2]1[CH2:10][N:11]1[C:16](=[O:17])[C:15]([C:18](OCC)=[O:19])=[C:14]([OH:23])[C:13]([CH:24]([CH3:26])[CH3:25])=[N:12]1.[H-].[Na+].BrCC1SC2C=CC=CC=2[N:35]=1.Cl.CC[O:43][C:44]([CH3:46])=[O:45]. The catalyst is CN(C)C=O.O. The product is [S:1]1[C:5]2[CH:6]=[CH:7][CH:8]=[CH:9][C:4]=2[N:3]=[C:2]1[CH2:10][N:11]1[C:16](=[O:17])[C:15]([C:18]([NH:35][CH2:46][C:44]([OH:43])=[O:45])=[O:19])=[C:14]([OH:23])[C:13]([CH:24]([CH3:26])[CH3:25])=[N:12]1. The yield is 0.310.